Task: Predict the reactants needed to synthesize the given product.. Dataset: Full USPTO retrosynthesis dataset with 1.9M reactions from patents (1976-2016) (1) Given the product [CH2:1]([O:5][C:9]1[N:10]=[CH:11][CH:12]=[CH:13][C:14]=1[C:15]#[N:16])[CH2:2][CH2:3][CH3:4], predict the reactants needed to synthesize it. The reactants are: [CH2:1]([OH:5])[CH2:2][CH2:3][CH3:4].[H-].[Na+].Cl[C:9]1[C:14]([C:15]#[N:16])=[CH:13][CH:12]=[CH:11][N:10]=1.O. (2) Given the product [P:36]([O:48][CH2:49][N:1]1[CH:5]=[N:4][C:3]([C:6]2[CH:7]=[CH:8][C:9]([C:12]3[CH:13]=[N:14][N:15]4[CH:20]=[CH:19][C:18]([N:21]5[C@@H:25]([CH:26]([CH3:27])[CH3:28])[CH2:24][O:23][C:22]5=[O:29])=[N:17][C:16]=34)=[CH:10][CH:11]=2)=[N:2]1)([O:38][C:39]([CH3:42])([CH3:41])[CH3:40])([O:43][C:44]([CH3:45])([CH3:46])[CH3:47])=[O:37], predict the reactants needed to synthesize it. The reactants are: [NH:1]1[CH:5]=[N:4][C:3]([C:6]2[CH:11]=[CH:10][C:9]([C:12]3[CH:13]=[N:14][N:15]4[CH:20]=[CH:19][C:18]([N:21]5[C@@H:25]([CH:26]([CH3:28])[CH3:27])[CH2:24][O:23][C:22]5=[O:29])=[N:17][C:16]=34)=[CH:8][CH:7]=2)=[N:2]1.C([O-])([O-])=O.[Cs+].[Cs+].[P:36]([O:48][CH2:49]Cl)([O:43][C:44]([CH3:47])([CH3:46])[CH3:45])([O:38][C:39]([CH3:42])([CH3:41])[CH3:40])=[O:37].